This data is from Full USPTO retrosynthesis dataset with 1.9M reactions from patents (1976-2016). The task is: Predict the reactants needed to synthesize the given product. (1) Given the product [Cl:17][C:7]1[CH:6]=[CH:5][C:3]([NH2:4])=[C:2]([F:1])[C:8]=1[CH3:9], predict the reactants needed to synthesize it. The reactants are: [F:1][C:2]1[C:8]([CH3:9])=[CH:7][CH:6]=[CH:5][C:3]=1[NH2:4].C1C(=O)N([Cl:17])C(=O)C1.O.C(OCC)(=O)C. (2) Given the product [CH3:26][N:27]1[C:31]2[CH:32]=[CH:33][C:34]([C:36]([NH:1][CH:2]3[C:7]4=[N:8][C:9]([C:13]5[CH:18]=[CH:17][N:16]=[CH:15][CH:14]=5)=[CH:10][C:11](=[O:12])[N:6]4[CH2:5][CH2:4][CH2:3]3)=[O:37])=[CH:35][C:30]=2[N:29]=[N:28]1, predict the reactants needed to synthesize it. The reactants are: [NH2:1][CH:2]1[C:7]2=[N:8][C:9]([C:13]3[CH:18]=[CH:17][N:16]=[CH:15][CH:14]=3)=[CH:10][C:11](=[O:12])[N:6]2[CH2:5][CH2:4][CH2:3]1.C(N(CC)CC)C.[CH3:26][N:27]1[C:31]2[CH:32]=[CH:33][C:34]([C:36](Cl)=[O:37])=[CH:35][C:30]=2[N:29]=[N:28]1.O. (3) Given the product [ClH:54].[CH2:44]([C:24]1[CH:25]=[C:26]([C:41]([OH:43])=[O:42])[C:27](=[O:40])[NH:28][C:23]=1[C:20]1[CH:21]=[CH:22][C:17]([N:15]2[CH2:16][CH:9]3[CH:10]([O:11][CH2:12][CH2:13][NH:8]3)[CH2:14]2)=[CH:18][CH:19]=1)[CH3:45], predict the reactants needed to synthesize it. The reactants are: C([N:8]1[CH2:13][CH2:12][O:11][CH:10]2[CH2:14][N:15]([C:17]3[CH:22]=[CH:21][C:20]([C:23]4[N:28](CC5C=CC(OC)=CC=5OC)[C:27](=[O:40])[C:26]([C:41]([OH:43])=[O:42])=[CH:25][C:24]=4[CH2:44][CH3:45])=[CH:19][CH:18]=3)[CH2:16][CH:9]12)C1C=CC=CC=1.C(O)(C(F)(F)F)=O.C(Cl)[Cl:54]. (4) Given the product [OH:24][C:23]([CH3:25])([CH:26]=[CH2:27])[CH2:22][N:1]1[CH2:2][CH2:3][C:4]2([O:11][C:10]3[C:12]4[C:17]([C:18](=[O:21])[C:19](=[O:20])[C:9]=3[S:8][CH2:7]2)=[CH:16][CH:15]=[CH:14][CH:13]=4)[CH2:5][CH2:6]1, predict the reactants needed to synthesize it. The reactants are: [NH:1]1[CH2:6][CH2:5][C:4]2([O:11][C:10]3[C:12]4[C:17]([C:18](=[O:21])[C:19](=[O:20])[C:9]=3[S:8][CH2:7]2)=[CH:16][CH:15]=[CH:14][CH:13]=4)[CH2:3][CH2:2]1.[CH3:22][C:23]1([CH:26]=[CH2:27])[CH2:25][O:24]1. (5) Given the product [CH3:35][N:2]([CH3:1])[C:3]1[CH:8]=[CH:7][N:6]=[C:5]([NH:9][CH2:10][CH2:11][CH2:12][O:13][C:14]2[CH:15]=[CH:16][C:17]3[CH2:23][C@@H:22]([CH2:24][C:25]([OH:27])=[O:26])[C:21]4[CH:30]=[CH:31][CH:32]=[CH:33][C:20]=4[CH2:19][C:18]=3[CH:34]=2)[CH:4]=1, predict the reactants needed to synthesize it. The reactants are: [CH3:1][N:2]([CH3:35])[C:3]1[CH:8]=[CH:7][N:6]=[C:5]([NH:9][CH2:10][CH2:11][CH2:12][O:13][C:14]2[CH:15]=[CH:16][C:17]3[CH2:23][C@@H:22]([CH2:24][C:25]([O:27]CC)=[O:26])[C:21]4[CH:30]=[CH:31][CH:32]=[CH:33][C:20]=4[CH2:19][C:18]=3[CH:34]=2)[CH:4]=1.CC1C=CN=C(NCCCOC2C=CC3C[C@@H](CC(OCC)=O)C4C=CC=CC=4CC=3C=2)C=1. (6) Given the product [C:27]([O:26][C:24]([N:7]1[C:6]2[CH:5]=[CH:4][CH:3]=[C:2]([Br:1])[C:11]=2[O:10][C@@H:9]([CH2:12][N:31]=[N+:32]=[N-:33])[CH2:8]1)=[O:25])([CH3:30])([CH3:29])[CH3:28], predict the reactants needed to synthesize it. The reactants are: [Br:1][C:2]1[C:11]2[O:10][C@@H:9]([CH2:12]OS(C3C=CC(C)=CC=3)(=O)=O)[CH2:8][N:7]([C:24]([O:26][C:27]([CH3:30])([CH3:29])[CH3:28])=[O:25])[C:6]=2[CH:5]=[CH:4][CH:3]=1.[N-:31]=[N+:32]=[N-:33].[Na+].